Task: Predict which catalyst facilitates the given reaction.. Dataset: Catalyst prediction with 721,799 reactions and 888 catalyst types from USPTO (1) Reactant: [N+:1]([C:4]1[CH:9]=[CH:8][C:7]([C:10]2[NH:11][C:12]([C:15]3[CH:23]=[CH:22][C:18]([C:19](N)=[O:20])=[CH:17][CH:16]=3)=[CH:13][N:14]=2)=[CH:6][CH:5]=1)([O-:3])=[O:2].Cl.[CH3:25][OH:26]. Product: [N+:1]([C:4]1[CH:9]=[CH:8][C:7]([C:10]2[NH:11][C:12]([C:15]3[CH:23]=[CH:22][C:18]([C:19]([O:26][CH3:25])=[O:20])=[CH:17][CH:16]=3)=[CH:13][N:14]=2)=[CH:6][CH:5]=1)([O-:3])=[O:2]. The catalyst class is: 61. (2) Reactant: [O:1]1[C:10]2[CH:9]=[C:8]([CH2:11][NH:12][CH:13]3[CH2:18][CH2:17][N:16]([CH2:19][CH2:20][N:21]4[C:30]5[C:25](=[C:26]([C:33]6[CH:38]=[CH:37][N:36]=[CH:35][CH:34]=6)[CH:27]=[C:28]([O:31][CH3:32])[CH:29]=5)[N:24]=[CH:23][C:22]4=[O:39])[CH2:15][CH2:14]3)[N:7]=[CH:6][C:5]=2[O:4][CH2:3][CH2:2]1.[ClH:40].C(OCC)(=O)C. Product: [ClH:40].[O:1]1[C:10]2[CH:9]=[C:8]([CH2:11][NH:12][CH:13]3[CH2:14][CH2:15][N:16]([CH2:19][CH2:20][N:21]4[C:30]5[C:25](=[C:26]([C:33]6[CH:34]=[CH:35][N:36]=[CH:37][CH:38]=6)[CH:27]=[C:28]([O:31][CH3:32])[CH:29]=5)[N:24]=[CH:23][C:22]4=[O:39])[CH2:17][CH2:18]3)[N:7]=[CH:6][C:5]=2[O:4][CH2:3][CH2:2]1. The catalyst class is: 13. (3) Reactant: [C:1]([O:9][CH2:10][CH3:11])(=[O:8])[CH2:2][C:3]([O:5][CH2:6][CH3:7])=[O:4].C(O)C.[O-]CC.[Na+].Br[CH2:20]/[CH:21]=[CH:22]/[CH2:23]Br.[OH-].[Na+]. Product: [CH2:10]([O:9][C:1]([C:2]1([C:3]([O:5][CH2:6][CH3:7])=[O:4])[CH2:23][CH:22]1[CH:21]=[CH2:20])=[O:8])[CH3:11]. The catalyst class is: 11.